Dataset: Catalyst prediction with 721,799 reactions and 888 catalyst types from USPTO. Task: Predict which catalyst facilitates the given reaction. (1) Product: [N:1]1[NH:2][C:3]2[CH:4]=[CH:5][CH:6]=[C:7]3[CH2:13][CH2:12][C:11]4=[C:14]([C:18]([OH:21])=[O:19])[CH:15]=[CH:16][CH:17]=[C:10]4[C:9]=1[C:8]=23. Reactant: [N:1]1[NH:2][C:3]2[CH:4]=[CH:5][CH:6]=[C:7]3[CH2:13][CH2:12][C:11]4=[C:14]([CH:18]=[O:19])[CH:15]=[CH:16][CH:17]=[C:10]4[C:9]=1[C:8]=23.P([O-])(O)(O)=[O:21].[Na+].Cl[O-].[Na+].Cl. The catalyst class is: 58. (2) Reactant: Cl[C:2]1[C:11]2=[N:12][N:13](CC3C=CC(OC)=CC=3)[CH:14]=[C:10]2[C:9]2[CH:8]=[C:7]([O:24][CH3:25])[CH:6]=[CH:5][C:4]=2[N:3]=1.[CH2:26]([O:28][C:29]1[CH:35]=[CH:34][CH:33]=[CH:32][C:30]=1[NH2:31])[CH3:27].Cl. Product: [CH2:26]([O:28][C:29]1[CH:35]=[CH:34][CH:33]=[CH:32][C:30]=1[NH:31][C:2]1[C:11]2=[N:12][NH:13][CH:14]=[C:10]2[C:9]2[CH:8]=[C:7]([O:24][CH3:25])[CH:6]=[CH:5][C:4]=2[N:3]=1)[CH3:27]. The catalyst class is: 71.